This data is from Drug-target binding data from BindingDB using Ki measurements. The task is: Regression. Given a target protein amino acid sequence and a drug SMILES string, predict the binding affinity score between them. We predict pKi (pKi = -log10(Ki in M); higher means stronger inhibition). Dataset: bindingdb_ki. (1) The drug is CCCCCC(=O)NN=C1CC2(CCN(C)CC2)OC1C. The target protein (P08482) has sequence MNTSVPPAVSPNITVLAPGKGPWQVAFIGITTGLLSLATVTGNLLVLISFKVNTELKTVNNYFLLSLACADLIIGTFSMNLYTTYLLMGHWALGTLACDLWLALDYVASNASVMNLLLISFDRYFSVTRPLSYRAKRTPRRAALMIGLAWLVSFVLWAPAILFWQYLVGERTVLAGQCYIQFLSQPIITFGTAMAAFYLPVTVMCTLYWRIYRETENRARELAALQGSETPGKGGGSSSSSERSQPGAEGSPESPPGRCCRCCRAPRLLQAYSWKEEEEEDEGSMESLTSSEGEEPGSEVVIKMPMVDSEAQAPTKQPPKSSPNTVKRPTKKGRDRGGKGQKPRGKEQLAKRKTFSLVKEKKAARTLSAILLAFILTWTPYNIMVLVSTFCKDCVPETLWELGYWLCYVNSTVNPMCYALCNKAFRDTFRLLLLCRWDKRRWRKIPKRPGSVHRTPSRQC. The pKi is 4.6. (2) The drug is C[C@H](N)Cc1ccc2c(c1)OCO2. The target is MLLARMKPQVQPELGGADQ. The pKi is 7.3. (3) The drug is O=C1c2c(Cl)cccc2-n2c1nc1ccccc1c2=O. The target protein (Q6ZQW0) has sequence MLHFHYYDTSNKIMEPHRPNVKTAVPLSLESYHISEEYGFLLPDSLKELPDHYRPWMEIANKLPQLIDAHQLQAHVDKMPLLSCQFLKGHREQRLAHLVLSFLTMGYVWQEGEAQPAEVLPRNLALPFVEVSRNLGLPPILVHSDLVLTNWTKKDPDGFLEIGNLETIISFPGGESLHGFILVTALVEKEAVPGIKALVQATNAILQPNQEALLQALQRLRLSIQDITKTLGQMHDYVDPDIFYAGIRIFLSGWKDNPAMPAGLMYEGVSQEPLKYSGGSAAQSTVLHAFDEFLGIRHSKESGDFLYRMRDYMPPSHKAFIEDIHSAPSLRDYILSSGQDHLLTAYNQCVQALAELRSYHITMVTKYLITAAAKAKHGKPNHLPGPPQALKDRGTGGTAVMSFLKSVRDKTLESILHPRG. The pKi is 4.6. (4) The compound is COC(=O)[C@@H]1C[C@H](OC(C)=O)C(=O)[C@H]2[C@@]1(C)CC[C@H]1C(=O)O[C@H](c3ccoc3)C[C@]21C. The target protein sequence is MDSPIQIFRGEPGPTCAPSACLPPNSSAWFPGWAEPDSNGSAGSEDAQLEPAHISPAIPVIITAVYSVVFVVGLVGNSLVMFVIIRYTKMKTATNIYIFNLALADALVTTTMPFQSTVYLMNSWPFGDVLCKIVISIDYYNMFTSIFTLTMMSVDRYIAVCHPVKALDFRTPLKAKIINICIWLLSSSVGISAIVLGGTAVREDVDVIECSLQFPDDDYSWWDLFMKICVFIFAFVIPVLIIIVCYTLMILRLKSVRLLSGSREKDRNLRRITRLVLVVVAVFVVCWTPIHIFILVEALGSTSHSTAALSSYYFCIALGYTNSSLNPILYAFLDENFKRCFRDFCFPLKMRMERQSTSRVRNTVQDPAYLRDIDGMNKPV. The pKi is 8.0.